Dataset: Reaction yield outcomes from USPTO patents with 853,638 reactions. Task: Predict the reaction yield, written as a fraction of the theoretical maximum amount of product (1.0 means a 100% yield; for example, 0.34 means a 34% yield). The reactants are [C:1]1([C:7]2[N:8]=[C:9]3[N:14]=[C:13]([NH2:15])[CH:12]=[CH:11][N:10]3[CH:16]=2)[CH:6]=[CH:5][CH:4]=[CH:3][CH:2]=1.C[Al](C)C.C1(C)C=CC=CC=1.C[O:29][C:30]([C:32]1[C:37]([CH3:38])=[CH:36][CH:35]=[C:34]([CH3:39])[N:33]=1)=O. The catalyst is O1CCOCC1. The product is [CH3:38][C:37]1[C:32]([C:30]([NH:15][C:13]2[CH:12]=[CH:11][N:10]3[CH:16]=[C:7]([C:1]4[CH:2]=[CH:3][CH:4]=[CH:5][CH:6]=4)[N:8]=[C:9]3[N:14]=2)=[O:29])=[N:33][C:34]([CH3:39])=[CH:35][CH:36]=1. The yield is 0.436.